This data is from Catalyst prediction with 721,799 reactions and 888 catalyst types from USPTO. The task is: Predict which catalyst facilitates the given reaction. (1) Product: [Cl:1][C:2]1[CH:7]=[C:6]([F:8])[CH:5]=[CH:4][C:3]=1[C@H:9]1[C:14]([C:15]([O:17][CH3:42])=[O:16])=[C:13]([CH2:18][N:41]2[CH:27]3[C:26](=[O:25])[NH:33][CH2:32][CH:31]2[CH2:30][O:29][CH2:28]3)[NH:12][C:11]([C:20]2[S:21][CH:22]=[CH:23][N:24]=2)=[N:10]1. Reactant: [Cl:1][C:2]1[CH:7]=[C:6]([F:8])[CH:5]=[CH:4][C:3]=1[C@H:9]1[C:14]([C:15]([O-:17])=[O:16])=[C:13]([CH2:18]Br)[NH:12][C:11]([C:20]2[S:21][CH:22]=[CH:23][N:24]=2)=[N:10]1.[O:25]=[C:26]1[N:33](C(OC(C)(C)C)=O)[CH2:32][CH:31]2[NH:41][CH:27]1[CH2:28][O:29][CH2:30]2.[CH3:42]CN(C(C)C)C(C)C. The catalyst class is: 2. (2) Reactant: [C:1]1(=[O:8])[NH:7][CH2:6][CH2:5][CH2:4][CH2:3][CH2:2]1.[F:9][C:10]([F:15])([F:14])[C:11]([OH:13])=[O:12]. Product: [F:9][C:10]([F:15])([F:14])[C:11]([OH:13])=[O:12].[C:1]1(=[O:8])[NH:7][CH2:6][CH2:5][CH2:4][CH2:3][CH2:2]1. The catalyst class is: 48.